This data is from Reaction yield outcomes from USPTO patents with 853,638 reactions. The task is: Predict the reaction yield, written as a fraction of the theoretical maximum amount of product (1.0 means a 100% yield; for example, 0.34 means a 34% yield). (1) The reactants are [CH3:1][O:2][C:3](=[O:12])[C:4]1[CH:9]=[CH:8][C:7](Br)=[C:6]([F:11])[CH:5]=1.[B:13]1([B:13]2[O:17][C:16]([CH3:19])([CH3:18])[C:15]([CH3:21])([CH3:20])[O:14]2)[O:17][C:16]([CH3:19])([CH3:18])[C:15]([CH3:21])([CH3:20])[O:14]1.C([O-])(=O)C.[K+]. The catalyst is CS(C)=O.C1C=CC(P(C2C=CC=CC=2)[C-]2C=CC=C2)=CC=1.C1C=CC(P(C2C=CC=CC=2)[C-]2C=CC=C2)=CC=1.Cl[Pd]Cl.[Fe+2]. The product is [CH3:1][O:2][C:3](=[O:12])[C:4]1[CH:9]=[CH:8][C:7]([B:13]2[O:17][C:16]([CH3:19])([CH3:18])[C:15]([CH3:21])([CH3:20])[O:14]2)=[C:6]([F:11])[CH:5]=1. The yield is 0.990. (2) The reactants are C[O:2][C:3]([C:5]1[O:9][C:8]([C:10]2[CH:15]=[CH:14][C:13]([C:16]([F:19])([F:18])[F:17])=[CH:12][CH:11]=2)=[N:7][C:6]=1[CH3:20])=O.[Li+].[BH4-]. The catalyst is C1COCC1. The product is [CH3:20][C:6]1[N:7]=[C:8]([C:10]2[CH:11]=[CH:12][C:13]([C:16]([F:19])([F:17])[F:18])=[CH:14][CH:15]=2)[O:9][C:5]=1[CH2:3][OH:2]. The yield is 1.00. (3) The reactants are [CH2:1]([N:3]1[CH:7]=[C:6]([C:8]2[CH:13]=[CH:12][N:11]=[C:10]3[N:14]([S:25]([C:28]4[CH:33]=[CH:32][CH:31]=[CH:30][CH:29]=4)(=[O:27])=[O:26])[C:15]([C:17]4[CH:24]=[CH:23][C:20]([CH:21]=O)=[CH:19][CH:18]=4)=[CH:16][C:9]=23)[C:5]([C:34]2[CH:39]=[CH:38][C:37]([N+:40]([O-:42])=[O:41])=[CH:36][CH:35]=2)=[N:4]1)[CH3:2].[NH:43]1[CH2:47][CH2:46][CH2:45][CH2:44]1.C(O[BH-](OC(=O)C)OC(=O)C)(=O)C.[Na+]. The catalyst is O1CCCC1. The product is [CH2:1]([N:3]1[CH:7]=[C:6]([C:8]2[CH:13]=[CH:12][N:11]=[C:10]3[N:14]([S:25]([C:28]4[CH:29]=[CH:30][CH:31]=[CH:32][CH:33]=4)(=[O:27])=[O:26])[C:15]([C:17]4[CH:18]=[CH:19][C:20]([CH2:21][N:43]5[CH2:47][CH2:46][CH2:45][CH2:44]5)=[CH:23][CH:24]=4)=[CH:16][C:9]=23)[C:5]([C:34]2[CH:35]=[CH:36][C:37]([N+:40]([O-:42])=[O:41])=[CH:38][CH:39]=2)=[N:4]1)[CH3:2]. The yield is 0.930. (4) The reactants are Br[C:2]1[C:3]([CH3:17])=[C:4]([O:14][CH2:15][CH3:16])[C:5]2[O:9][C:8]([CH3:11])([CH3:10])[CH2:7][C:6]=2[C:12]=1[CH3:13].[F:18][C:19]1[CH:24]=[CH:23][C:22]([N:25]2[CH2:30][CH2:29][NH:28][CH2:27][CH2:26]2)=[CH:21][CH:20]=1. No catalyst specified. The product is [CH2:15]([O:14][C:4]1[C:5]2[O:9][C:8]([CH3:11])([CH3:10])[CH2:7][C:6]=2[C:12]([CH3:13])=[C:2]([N:28]2[CH2:27][CH2:26][N:25]([C:22]3[CH:21]=[CH:20][C:19]([F:18])=[CH:24][CH:23]=3)[CH2:30][CH2:29]2)[C:3]=1[CH3:17])[CH3:16]. The yield is 0.410. (5) The reactants are [CH2:1]([O:3][C:4](=[O:18])[CH2:5][S:6][C:7]1[C:12]([C:13]#[N:14])=[C:11]([Cl:15])[N:10]=[C:9]([S:16][CH3:17])[N:8]=1)[CH3:2].C(N(C(C)C)CC)(C)C.C(OCC)(=O)C. The catalyst is C1(C)C=CC=CC=1. The product is [CH2:1]([O:3][C:4]([C:5]1[S:6][C:7]2[N:8]=[C:9]([S:16][CH3:17])[N:10]=[C:11]([Cl:15])[C:12]=2[C:13]=1[NH2:14])=[O:18])[CH3:2]. The yield is 0.600. (6) The reactants are [CH:1]([C:3]1[CH:4]=[C:5]([C:10]2[CH:15]=[CH:14][C:13]([C:16]([O:18][CH3:19])=[O:17])=[CH:12][CH:11]=2)[CH:6]=[CH:7][C:8]=1[CH3:9])=[O:2].[BH4-].[Na+]. The catalyst is C1COCC1. The product is [OH:2][CH2:1][C:3]1[CH:4]=[C:5]([C:10]2[CH:15]=[CH:14][C:13]([C:16]([O:18][CH3:19])=[O:17])=[CH:12][CH:11]=2)[CH:6]=[CH:7][C:8]=1[CH3:9]. The yield is 0.730. (7) The reactants are C[O:2][C:3]([CH2:5][C:6]1[CH:11]=[CH:10][C:9]([NH:12][C:13]2[N:22]=[C:21]([NH:23][C:24]3[NH:25][N:26]=[C:27]([CH3:29])[CH:28]=3)[C:20]3[C:15](=[CH:16][CH:17]=[CH:18][CH:19]=3)[N:14]=2)=[CH:8][C:7]=1[CH3:30])=[O:4].[OH-].[Na+].Cl. The catalyst is O.CCO. The product is [C:3]([CH2:5][C:6]1[CH:11]=[CH:10][C:9]([NH:12][C:13]2[N:22]=[C:21]([NH:23][C:24]3[NH:25][N:26]=[C:27]([CH3:29])[CH:28]=3)[C:20]3[C:15](=[CH:16][CH:17]=[CH:18][CH:19]=3)[N:14]=2)=[CH:8][C:7]=1[CH3:30])([OH:4])=[O:2]. The yield is 0.950. (8) The reactants are [C:1]([NH2:4])(=[O:3])[CH3:2].O.[C:6]([OH:10])(=[O:9])[CH:7]=[O:8]. The catalyst is CC(C)=O. The product is [C:1]([NH:4][CH:7]([OH:8])[C:6]([OH:10])=[O:9])(=[O:3])[CH3:2]. The yield is 1.00. (9) The reactants are Br[C:2]1[C:3]([NH2:22])=[N:4][CH:5]=[C:6]([C:8]2[CH:13]=[CH:12][C:11]([O:14][Si:15]([C:18]([CH3:21])([CH3:20])[CH3:19])([CH3:17])[CH3:16])=[CH:10][CH:9]=2)[N:7]=1.[S:23]1[C:27]2[C:28]3[S:33][CH:32]=[CH:31][C:29]=3[S:30][C:26]=2[CH:25]=[C:24]1B(O)O.C([O-])([O-])=O.[Na+].[Na+].O. The catalyst is C1(C)C=CC=CC=1.C(O)C.Cl[Pd](Cl)([P](C1C=CC=CC=1)(C1C=CC=CC=1)C1C=CC=CC=1)[P](C1C=CC=CC=1)(C1C=CC=CC=1)C1C=CC=CC=1. The product is [Si:15]([O:14][C:11]1[CH:12]=[CH:13][C:8]([C:6]2[N:7]=[C:2]([C:24]3[S:23][C:27]4[C:28]5[S:33][CH:32]=[CH:31][C:29]=5[S:30][C:26]=4[CH:25]=3)[C:3]([NH2:22])=[N:4][CH:5]=2)=[CH:9][CH:10]=1)([C:18]([CH3:21])([CH3:20])[CH3:19])([CH3:17])[CH3:16]. The yield is 0.523. (10) The reactants are [CH:1]1([N:4]2[C:12]3[C:7](=[CH:8][CH:9]=[C:10]([O:13][CH3:14])[CH:11]=3)[CH:6]=[CH:5]2)[CH2:3][CH2:2]1.ClS([N:19]=[C:20]=O)(=O)=O. The catalyst is CN(C=O)C. The product is [C:20]([C:6]1[C:7]2[C:12](=[CH:11][C:10]([O:13][CH3:14])=[CH:9][CH:8]=2)[N:4]([CH:1]2[CH2:3][CH2:2]2)[CH:5]=1)#[N:19]. The yield is 0.820.